Dataset: Full USPTO retrosynthesis dataset with 1.9M reactions from patents (1976-2016). Task: Predict the reactants needed to synthesize the given product. Given the product [I:36][C:12]1[CH:13]=[N:14][N:15]([C:16]2[CH:17]=[CH:18][C:19]([C:20]#[N:21])=[CH:22][CH:23]=2)[C:11]=1[C:8]1[C:9](=[O:10])[N:4]([CH:1]([CH3:3])[CH3:2])[C:5](=[O:35])[N:6]([C:25]2[CH:30]=[CH:29][CH:28]=[C:27]([C:31]([F:34])([F:33])[F:32])[CH:26]=2)[C:7]=1[CH3:24], predict the reactants needed to synthesize it. The reactants are: [CH:1]([N:4]1[C:9](=[O:10])[C:8]([C:11]2[N:15]([C:16]3[CH:23]=[CH:22][C:19]([C:20]#[N:21])=[CH:18][CH:17]=3)[N:14]=[CH:13][CH:12]=2)=[C:7]([CH3:24])[N:6]([C:25]2[CH:30]=[CH:29][CH:28]=[C:27]([C:31]([F:34])([F:33])[F:32])[CH:26]=2)[C:5]1=[O:35])([CH3:3])[CH3:2].[I:36]I.[N+]([O-])([O-])=O.[NH4+].[Ce].S([O-])(O)=O.[Na+].